Dataset: Forward reaction prediction with 1.9M reactions from USPTO patents (1976-2016). Task: Predict the product of the given reaction. Given the reactants [F:1][C:2]1[CH:7]=[CH:6][C:5]([C:8]2[C:30](=[O:31])[N:29]([CH3:32])[C:11]3[N:12]([CH3:28])[C:13]4[C:18]([C:10]=3[CH:9]=2)=[CH:17][C:16]([C:19](=O)[CH2:20][C:21](=O)[CH2:22][O:23][CH2:24][CH3:25])=[CH:15][CH:14]=4)=[CH:4][CH:3]=1.C(O)(=O)C(O)=O.[CH2:39]([NH:41][NH2:42])[CH3:40], predict the reaction product. The product is: [F:1][C:2]1[CH:3]=[CH:4][C:5]([C:8]2[C:30](=[O:31])[N:29]([CH3:32])[C:11]3[N:12]([CH3:28])[C:13]4[C:18]([C:10]=3[CH:9]=2)=[CH:17][C:16]([C:19]2[N:41]([CH2:39][CH3:40])[N:42]=[C:21]([CH2:22][O:23][CH2:24][CH3:25])[CH:20]=2)=[CH:15][CH:14]=4)=[CH:6][CH:7]=1.